From a dataset of Forward reaction prediction with 1.9M reactions from USPTO patents (1976-2016). Predict the product of the given reaction. (1) Given the reactants [C:1](#[N:3])C.[F:4][C:5]1[C:6]([C:18]([F:21])([F:20])[F:19])=[C:7]([C:11]2[CH:16]=[CH:15][N+:14]([O-])=[CH:13][CH:12]=2)[CH:8]=[CH:9][CH:10]=1.C[Si](C#N)(C)C, predict the reaction product. The product is: [F:4][C:5]1[C:6]([C:18]([F:21])([F:20])[F:19])=[C:7]([C:11]2[CH:16]=[CH:15][N:14]=[C:13]([C:1]#[N:3])[CH:12]=2)[CH:8]=[CH:9][CH:10]=1. (2) Given the reactants [CH3:1][N:2]([CH3:19])[C:3]1[CH:8]=[CH:7][C:6]([C:9](=O)[CH2:10][CH2:11][C:12]2[CH:17]=[CH:16][CH:15]=[CH:14][CH:13]=2)=[CH:5][CH:4]=1.[C:20]([NH2:24])([CH3:23])([CH3:22])[CH3:21], predict the reaction product. The product is: [C:20]([N:24]=[C:9]([C:6]1[CH:7]=[CH:8][C:3]([N:2]([CH3:19])[CH3:1])=[CH:4][CH:5]=1)[CH2:10][CH2:11][C:12]1[CH:17]=[CH:16][CH:15]=[CH:14][CH:13]=1)([CH3:23])([CH3:22])[CH3:21].